This data is from Reaction yield outcomes from USPTO patents with 853,638 reactions. The task is: Predict the reaction yield, written as a fraction of the theoretical maximum amount of product (1.0 means a 100% yield; for example, 0.34 means a 34% yield). (1) The reactants are [NH2:1][CH2:2][C:3]1[CH:15]=[C:14]2[C:6]([C:7]3[C:8]([Br:19])=[CH:9][CH:10]=[C:11]([C:16]([NH2:18])=[O:17])[C:12]=3[NH:13]2)=[CH:5][CH:4]=1.[CH3:20][S:21](Cl)(=[O:23])=[O:22]. The catalyst is CN(C=O)C.C1COCC1.C(Cl)Cl. The product is [Br:19][C:8]1[C:7]2[C:6]3[C:14](=[CH:15][C:3]([CH2:2][NH:1][S:21]([CH3:20])(=[O:23])=[O:22])=[CH:4][CH:5]=3)[NH:13][C:12]=2[C:11]([C:16]([NH2:18])=[O:17])=[CH:10][CH:9]=1. The yield is 0.880. (2) The reactants are [NH2:1][C:2]1[CH:10]=[CH:9][C:8]([C:11]#[N:12])=[CH:7][C:3]=1[C:4](O)=O.O.[CH:14]([NH2:16])=[O:15]. No catalyst specified. The product is [C:11]([C:8]1[CH:7]=[C:3]2[C:2](=[CH:10][CH:9]=1)[NH:1][C:14](=[O:15])[N:16]=[CH:4]2)#[N:12]. The yield is 0.440. (3) The reactants are Br[CH2:2][CH:3]1[CH2:5][CH2:4]1.[P:6]([O:15]C(C)C)([O:11][CH:12]([CH3:14])[CH3:13])[O:7][CH:8]([CH3:10])[CH3:9]. The catalyst is C(OCC)(=O)C. The product is [CH:8]([O:7][P:6]([CH2:2][CH:3]1[CH2:5][CH2:4]1)(=[O:15])[O:11][CH:12]([CH3:14])[CH3:13])([CH3:10])[CH3:9]. The yield is 0.940. (4) The reactants are [F:1][C:2]1[CH:7]=[CH:6][C:5]([CH:8]2[CH2:13][N:12]([CH2:14][CH2:15][CH3:16])[C:11](=O)[CH2:10][O:9]2)=[CH:4][C:3]=1[O:18][CH3:19]. The catalyst is Cl. The product is [F:1][C:2]1[CH:7]=[CH:6][C:5]([CH:8]2[O:9][CH2:10][CH2:11][N:12]([CH2:14][CH2:15][CH3:16])[CH2:13]2)=[CH:4][C:3]=1[O:18][CH3:19]. The yield is 0.920. (5) The reactants are [F:1][C:2]1[CH:7]=[CH:6][C:5]([C:8]2[N:9]=[C:10]([CH:14]3[CH2:19][CH2:18][NH:17][CH2:16][CH2:15]3)[N:11]([CH3:13])[CH:12]=2)=[CH:4][C:3]=1[C:20]([F:23])([F:22])[F:21].Cl[C:25]1[N:30]=[CH:29][N:28]=[C:27]([NH2:31])[C:26]=1[O:32][CH3:33].C(=O)([O-])[O-].[K+].[K+]. The catalyst is CS(C)=O. The product is [F:1][C:2]1[CH:7]=[CH:6][C:5]([C:8]2[N:9]=[C:10]([CH:14]3[CH2:19][CH2:18][N:17]([C:25]4[N:30]=[CH:29][N:28]=[C:27]([NH2:31])[C:26]=4[O:32][CH3:33])[CH2:16][CH2:15]3)[N:11]([CH3:13])[CH:12]=2)=[CH:4][C:3]=1[C:20]([F:21])([F:22])[F:23]. The yield is 0.220. (6) The reactants are [F:1][C:2]1[CH:10]=[CH:9][C:5]([C:6](O)=[O:7])=[C:4]([OH:11])[CH:3]=1.S(Cl)([Cl:14])=O.CN(C)C=O. The catalyst is CCCCCCC. The product is [F:1][C:2]1[CH:10]=[CH:9][C:5]([C:6]([Cl:14])=[O:7])=[C:4]([OH:11])[CH:3]=1. The yield is 0.850. (7) The reactants are [Br:1][C:2]1[CH:7]=[CH:6][CH:5]=[CH:4][C:3]=1[SH:8].[H-].[Na+].Br[CH2:12][CH2:13][O:14][CH:15]1[CH2:20][CH2:19][CH2:18][CH2:17][O:16]1.C(=O)([O-])[O-].[Na+].[Na+]. The catalyst is CN(C)C=O. The product is [Br:1][C:2]1[CH:7]=[CH:6][CH:5]=[CH:4][C:3]=1[S:8][CH2:12][CH2:13][O:14][CH:15]1[CH2:20][CH2:19][CH2:18][CH2:17][O:16]1. The yield is 1.00. (8) The reactants are [CH3:1][C:2]1[N:3]=[CH:4][O:5][C:6]=1[C:7]#[N:8].[CH2:9]([Mg]Br)[CH3:10].B(F)(F)F.[OH-].[Na+]. The catalyst is C1COCC1.CC(C)[O-].[Ti+4].CC(C)[O-].CC(C)[O-].CC(C)[O-]. The product is [CH3:1][C:2]1[N:3]=[CH:4][O:5][C:6]=1[C:7]1([NH2:8])[CH2:10][CH2:9]1. The yield is 0.780. (9) The reactants are [C:1]([O:5][C:6]([NH:8][C@H:9]([CH2:29][C:30]1[CH:35]=[C:34]([F:36])[C:33]([F:37])=[CH:32][C:31]=1[F:38])[CH2:10][C:11]([N:13]1[CH2:18][CH2:17][N:16]2[C:19]([C:25]([F:28])([F:27])[F:26])=[N:20][C:21]([C:22]([OH:24])=[O:23])=[C:15]2[CH2:14]1)=[O:12])=[O:7])([CH3:4])([CH3:3])[CH3:2].O=C1N(P(Cl)(N2CCOC2=O)=O)CCO1.[CH3:54][C:55]([CH3:58])([O-])[CH3:56].[K+].[Cl-].[NH4+]. The catalyst is C(O)(C)(C)C.C(N(CC)CC)C.ClCCl. The product is [C:55]([O:23][C:22]([C:21]1[N:20]=[C:19]([C:25]([F:27])([F:28])[F:26])[N:16]2[CH2:17][CH2:18][N:13]([C:11](=[O:12])[CH2:10][C@H:9]([NH:8][C:6]([O:5][C:1]([CH3:4])([CH3:2])[CH3:3])=[O:7])[CH2:29][C:30]3[CH:35]=[C:34]([F:36])[C:33]([F:37])=[CH:32][C:31]=3[F:38])[CH2:14][C:15]=12)=[O:24])([CH3:58])([CH3:56])[CH3:54]. The yield is 0.336. (10) The catalyst is C1COCC1. The reactants are [CH3:1][C:2]1[CH:7]=[CH:6][C:5]([N+:8]([O-:10])=[O:9])=[CH:4][C:3]=1[S:11](Cl)(=[O:13])=[O:12].[NH:15]1[CH2:20][CH2:19][O:18][CH2:17][CH2:16]1.C(N(CC)CC)C. The product is [CH3:1][C:2]1[CH:7]=[CH:6][C:5]([N+:8]([O-:10])=[O:9])=[CH:4][C:3]=1[S:11]([N:15]1[CH2:20][CH2:19][O:18][CH2:17][CH2:16]1)(=[O:13])=[O:12]. The yield is 0.950.